Dataset: Full USPTO retrosynthesis dataset with 1.9M reactions from patents (1976-2016). Task: Predict the reactants needed to synthesize the given product. (1) Given the product [F:1][C:2]1[C:7]2[N:8]=[C:9]([S:11][CH3:12])[S:10][C:6]=2[C:5]([F:13])=[C:4]([CH2:14][NH2:15])[CH:3]=1, predict the reactants needed to synthesize it. The reactants are: [F:1][C:2]1[C:7]2[N:8]=[C:9]([S:11][CH3:12])[S:10][C:6]=2[C:5]([F:13])=[C:4]([C:14]#[N:15])[CH:3]=1.FC1C(C#N)=CC2SC(SC)=NC=2C=1. (2) The reactants are: F[C:2]1[CH:16]=[CH:15][C:5]([CH2:6][CH:7]([C:12]([CH3:14])=[O:13])[C:8]([O:10][CH3:11])=[O:9])=[CH:4][CH:3]=1.[CH3:17][O:18]C1C=CC(CCl)=CC=1. Given the product [CH3:17][O:18][C:2]1[CH:16]=[CH:15][C:5]([CH2:6][CH:7]([C:12]([CH3:14])=[O:13])[C:8]([O:10][CH3:11])=[O:9])=[CH:4][CH:3]=1, predict the reactants needed to synthesize it. (3) Given the product [C:28]([O:32][C:33]([N:35]1[C@H:36]([CH2:41][C:42]2[CH:43]=[CH:44][C:45]([C:48]3[CH:49]=[CH:50][CH:51]=[CH:52][CH:53]=3)=[CH:46][CH:47]=2)[CH2:37]/[C:38](=[CH:18]\[N:17]([CH:14]([CH3:15])[CH3:16])[CH:25]([CH3:26])[CH3:27])/[C:39]1=[O:40])=[O:34])([CH3:31])([CH3:29])[CH3:30], predict the reactants needed to synthesize it. The reactants are: CC(C)([O-])C.[K+].F[P-](F)(F)(F)(F)F.[CH:14]([N+:17]([CH:25]([CH3:27])[CH3:26])=[CH:18]N1CCCCC1)([CH3:16])[CH3:15].[C:28]([O:32][C:33]([N:35]1[C:39](=[O:40])[CH2:38][CH2:37][C@H:36]1[CH2:41][C:42]1[CH:47]=[CH:46][C:45]([C:48]2[CH:53]=[CH:52][CH:51]=[CH:50][CH:49]=2)=[CH:44][CH:43]=1)=[O:34])([CH3:31])([CH3:30])[CH3:29]. (4) Given the product [Br:1][C:2]1[CH:3]=[CH:4][C:5]2[N:6]([CH:8]=[C:9]([NH:11][C:17]3[CH:18]=[C:19]([CH2:21][N:22]4[CH2:23][CH2:24][CH2:25][CH2:26]4)[CH:20]=[CH:15][N:16]=3)[N:10]=2)[CH:7]=1, predict the reactants needed to synthesize it. The reactants are: [Br:1][C:2]1[CH:3]=[CH:4][C:5]2[N:6]([CH:8]=[C:9]([NH2:11])[N:10]=2)[CH:7]=1.[H-].[Na+].Cl[C:15]1[CH:20]=[C:19]([CH2:21][N:22]2[CH2:26][CH2:25][CH2:24][CH2:23]2)[CH:18]=[CH:17][N:16]=1.